This data is from Forward reaction prediction with 1.9M reactions from USPTO patents (1976-2016). The task is: Predict the product of the given reaction. (1) Given the reactants [CH2:1]([N:8]1[CH2:12][CH2:11][N:10]([C@@H:13]([C:55]([CH3:58])([CH3:57])[CH3:56])[C:14]([NH:16][C@@H:17]([CH2:48][C:49]2[CH:54]=[CH:53][CH:52]=[CH:51][CH:50]=2)[C@@H:18]([OH:47])[CH2:19][C@@H:20]([NH:34][C:35]([C@@H:37]([NH:42][C:43](=[O:46])[O:44][CH3:45])[C:38]([CH3:41])([CH3:40])[CH3:39])=[O:36])[CH2:21][C:22]2[CH:27]=[CH:26][C:25]([C:28]3[CH:33]=[CH:32][CH:31]=[CH:30][N:29]=3)=[CH:24][CH:23]=2)=[O:15])[C:9]1=[O:59])[C:2]1[CH:7]=[CH:6][CH:5]=[CH:4][CH:3]=1.[C:60]1(=[O:66])[O:65][C:63](=[O:64])[CH2:62][CH2:61]1.C1(NC2CCCCC2)CCCCC1, predict the reaction product. The product is: [CH2:1]([N:8]1[CH2:12][CH2:11][N:10]([C@@H:13]([C:55]([CH3:58])([CH3:57])[CH3:56])[C:14]([NH:16][C@H:17]([C@@H:18]([O:47][C:60](=[O:66])[CH2:61][CH2:62][C:63]([OH:65])=[O:64])[CH2:19][C@H:20]([CH2:21][C:22]2[CH:27]=[CH:26][C:25]([C:28]3[CH:33]=[CH:32][CH:31]=[CH:30][N:29]=3)=[CH:24][CH:23]=2)[NH:34][C:35](=[O:36])[C@H:37]([C:38]([CH3:41])([CH3:40])[CH3:39])[NH:42][C:43](=[O:46])[O:44][CH3:45])[CH2:48][C:49]2[CH:54]=[CH:53][CH:52]=[CH:51][CH:50]=2)=[O:15])[C:9]1=[O:59])[C:2]1[CH:3]=[CH:4][CH:5]=[CH:6][CH:7]=1. (2) Given the reactants [Br:1][C:2]1[C:6]([CH2:7]Cl)=[CH:5][N:4]([C:9]([CH2:12][CH3:13])([CH3:11])[CH3:10])[N:3]=1.[I-:14].[Na+], predict the reaction product. The product is: [Br:1][C:2]1[C:6]([CH2:7][I:14])=[CH:5][N:4]([C:9]([CH2:12][CH3:13])([CH3:11])[CH3:10])[N:3]=1. (3) The product is: [C:8]([O:7][C:6]([NH:5][CH2:4][C:3]([N:2]([CH2:14][C:15]1[CH:16]=[C:17]([C:21]2[CH:22]=[N:23][C:24]([N:27]3[CH2:32][CH2:31][N:30]([C:33]([O:34][CH:35]([CH3:37])[CH3:36])=[O:38])[CH2:29][CH2:28]3)=[N:25][CH:26]=2)[CH:18]=[CH:19][CH:20]=1)[CH3:1])=[O:13])=[O:12])([CH3:11])([CH3:9])[CH3:10]. Given the reactants [CH3:1][N:2]([CH2:14][C:15]1[CH:20]=[CH:19][CH:18]=[C:17]([C:21]2[CH:22]=[N:23][C:24]([N:27]3[CH2:32][CH2:31][NH:30][CH2:29][CH2:28]3)=[N:25][CH:26]=2)[CH:16]=1)[C:3](=[O:13])[CH2:4][NH:5][C:6](=[O:12])[O:7][C:8]([CH3:11])([CH3:10])[CH3:9].[C:33](Cl)(=[O:38])[O:34][CH:35]([CH3:37])[CH3:36].O, predict the reaction product.